From a dataset of Experimentally validated miRNA-target interactions with 360,000+ pairs, plus equal number of negative samples. Binary Classification. Given a miRNA mature sequence and a target amino acid sequence, predict their likelihood of interaction. Result: 0 (no interaction). The miRNA is mmu-miR-99b-5p with sequence CACCCGUAGAACCGACCUUGCG. The protein sequence of the target gene is MAGSREVVAMDCEMVGLGPHRESGLARCSLVNVHGAVLYDKFIRPEGEITDYRTRVSGVTPQHMVGATPFAVARLEILQLLKGKLVVGHDLKHDFQALKEDMSGYTIYDTSTDRLLWREAKLDHCRRVSLRVLSERLLHKSIQNSLLGHSSVEDARATMELYQISQRIRARRGLPRLAVSD.